From a dataset of Catalyst prediction with 721,799 reactions and 888 catalyst types from USPTO. Predict which catalyst facilitates the given reaction. (1) Reactant: [CH2:1]([N:3]([CH2:30][CH3:31])[CH2:4][CH2:5][N:6]1[CH2:12][CH2:11][CH2:10][CH:9]2[NH:13][C:14]([CH:17]=[C:18]3[C:26]4[C:21](=[CH:22][CH:23]=[C:24]([F:27])[CH:25]=4)[NH:20][C:19]3=[O:28])=[C:15]([CH3:16])[CH:8]2[C:7]1=[O:29])[CH3:2].[OH:32][CH:33]([CH2:37][C:38]([OH:40])=[O:39])[C:34]([OH:36])=[O:35]. Product: [C:34]([OH:36])(=[O:35])[CH:33]([CH2:37][C:38]([OH:40])=[O:39])[OH:32].[CH2:30]([N:3]([CH2:1][CH3:2])[CH2:4][CH2:5][N:6]1[CH2:12][CH2:11][CH2:10][CH:9]2[NH:13][C:14]([CH:17]=[C:18]3[C:26]4[C:21](=[CH:22][CH:23]=[C:24]([F:27])[CH:25]=4)[NH:20][C:19]3=[O:28])=[C:15]([CH3:16])[CH:8]2[C:7]1=[O:29])[CH3:31]. The catalyst class is: 5. (2) Reactant: [CH3:1][O:2][C:3]1[CH:8]=[CH:7][C:6]([CH3:9])=[C:5]([N+:10]([O-])=O)[C:4]=1[N+:13]([O-])=O. Product: [CH3:1][O:2][C:3]1[CH:8]=[CH:7][C:6]([CH3:9])=[C:5]([NH2:10])[C:4]=1[NH2:13]. The catalyst class is: 14. (3) Reactant: C(=O)([O-])[O-].[K+].[K+].[Br-].C([O:10][C:11]([CH2:13][P+](C1C=CC=CC=1)(C1C=CC=CC=1)C1C=CC=CC=1)=[O:12])C.[OH:33][C:34]1[CH:41]=[C:40]([O:42][CH2:43][CH2:44][CH2:45][CH2:46][CH:47]([CH2:49][CH3:50])[CH3:48])[C:39]([CH2:51][CH3:52])=[CH:38][C:35]=1[CH:36]=O. Product: [OH:33][C:34]1[CH:41]=[C:40]([O:42][CH2:43][CH2:44][CH2:45][CH2:46][CH:47]([CH2:49][CH3:50])[CH3:48])[C:39]([CH2:51][CH3:52])=[CH:38][C:35]=1[CH:36]=[CH:13][C:11]([OH:12])=[O:10]. The catalyst class is: 5. (4) Reactant: [OH-].[Ca+2:2].[OH-].O.[C:5]([OH:17])(=[O:16])[CH2:6][C:7]([CH2:12][C:13]([OH:15])=[O:14])([C:9]([OH:11])=[O:10])[OH:8]. Product: [C:5]([O-:17])(=[O:16])[CH2:6][C:7]([CH2:12][C:13]([O-:15])=[O:14])([C:9]([O-:11])=[O:10])[OH:8].[Ca+2:2].[C:5]([O-:17])(=[O:16])[CH2:6][C:7]([CH2:12][C:13]([O-:15])=[O:14])([C:9]([O-:11])=[O:10])[OH:8].[Ca+2:2].[Ca+2:2]. The catalyst class is: 6. (5) Product: [Cl:1][C:2]1[CH:24]=[C:23]([C:25]2[CH2:30][CH2:29][C:28](=[O:31])[NH:27][N:26]=2)[CH:22]=[CH:21][C:3]=1[O:4][CH2:5][C:6]([NH:8][CH2:9][C:10]1[CH:11]=[CH:12][C:13]([O:16][CH2:17][CH:18]([OH:19])[CH2:20][NH:35][CH:32]([CH3:34])[CH3:33])=[CH:14][CH:15]=1)=[O:7]. Reactant: [Cl:1][C:2]1[CH:24]=[C:23]([C:25]2[CH2:30][CH2:29][C:28](=[O:31])[NH:27][N:26]=2)[CH:22]=[CH:21][C:3]=1[O:4][CH2:5][C:6]([NH:8][CH2:9][C:10]1[CH:15]=[CH:14][C:13]([O:16][CH2:17][CH:18]2[CH2:20][O:19]2)=[CH:12][CH:11]=1)=[O:7].[CH:32]([NH2:35])([CH3:34])[CH3:33]. The catalyst class is: 8. (6) Reactant: C(OC([NH:8][C@@H:9]([CH:41]([CH3:43])[CH3:42])[C:10]([N:12]1[CH2:17][CH2:16][N:15]([C:18]([O:20][CH2:21][C:22]2[CH:27]=[CH:26][CH:25]=[CH:24][CH:23]=2)=[O:19])[CH2:14][C@H:13]1[C:28]([NH:30][C@H:31]1[C:40]2[C:35](=[CH:36][CH:37]=[CH:38][CH:39]=2)[CH2:34][CH2:33][CH2:32]1)=[O:29])=[O:11])=O)(C)(C)C.C(O)(C(F)(F)F)=O. Product: [NH2:8][C@@H:9]([CH:41]([CH3:43])[CH3:42])[C:10]([N:12]1[CH2:17][CH2:16][N:15]([C:18]([O:20][CH2:21][C:22]2[CH:27]=[CH:26][CH:25]=[CH:24][CH:23]=2)=[O:19])[CH2:14][C@H:13]1[C:28]([NH:30][C@H:31]1[C:40]2[C:35](=[CH:36][CH:37]=[CH:38][CH:39]=2)[CH2:34][CH2:33][CH2:32]1)=[O:29])=[O:11]. The catalyst class is: 2. (7) The catalyst class is: 24. Product: [NH2:1][C:2]1[CH:7]=[CH:6][CH:5]=[CH:4][C:3]=1[NH:8][C:9]1[CH:10]=[CH:11][C:12]2[C:18](=[O:19])[C:17]3[CH:20]=[CH:21][CH:22]=[C:23]([O:24][CH2:25][C@H:26]([OH:27])[CH2:30][OH:29])[C:16]=3[CH2:15][CH2:14][C:13]=2[CH:33]=1. Reactant: [NH2:1][C:2]1[CH:7]=[CH:6][CH:5]=[CH:4][C:3]=1[NH:8][C:9]1[CH:10]=[CH:11][C:12]2[C:18](=[O:19])[C:17]3[CH:20]=[CH:21][CH:22]=[C:23]([O:24][CH2:25][C@H:26]4[CH2:30][O:29]C(C)(C)[O:27]4)[C:16]=3[CH2:15][CH2:14][C:13]=2[CH:33]=1.O.C1(C)C=CC(S(O)(=O)=O)=CC=1.